From a dataset of Forward reaction prediction with 1.9M reactions from USPTO patents (1976-2016). Predict the product of the given reaction. (1) Given the reactants FC(F)(F)S(OS(C(F)(F)F)(=O)=O)(=O)=O.[NH2:16][C:17](=O)[CH2:18][C:19]([CH3:26])([CH3:25])[CH2:20][C:21]([O:23][CH3:24])=[O:22].C(N(CC)CC)C.O, predict the reaction product. The product is: [C:17]([CH2:18][C:19]([CH3:26])([CH3:25])[CH2:20][C:21]([O:23][CH3:24])=[O:22])#[N:16]. (2) Given the reactants Cl[C:2]1[C:11]2[C:6](=[CH:7][C:8]([O:14][CH3:15])=[C:9]([O:12][CH3:13])[CH:10]=2)[N:5]=[C:4]([N:16]2[CH2:21][CH2:20][O:19][CH2:18][CH2:17]2)[CH:3]=1.[NH2:22][NH2:23].[C:24]1([CH3:32])[CH:29]=[CH:28][CH:27]=[C:26]([CH:30]=O)[CH:25]=1.C(O)(=O)C, predict the reaction product. The product is: [CH3:13][O:12][C:9]1[CH:10]=[C:11]2[C:6](=[CH:7][C:8]=1[O:14][CH3:15])[N:5]=[C:4]([N:16]1[CH2:21][CH2:20][O:19][CH2:18][CH2:17]1)[CH:3]=[C:2]2[NH:22][N:23]=[CH:30][C:26]1[CH:27]=[CH:28][CH:29]=[C:24]([CH3:32])[CH:25]=1. (3) Given the reactants Cl[C:2]1[C:7]([C:8]([O:10][CH2:11][CH3:12])=[O:9])=[CH:6][N:5]=[C:4]([S:13][CH3:14])[N:3]=1.C(O)(=O)C, predict the reaction product. The product is: [CH3:14][S:13][C:4]1[N:3]=[CH:2][C:7]([C:8]([O:10][CH2:11][CH3:12])=[O:9])=[CH:6][N:5]=1. (4) The product is: [F:1][C:2]1[CH:7]=[C:6]([O:8][CH3:9])[CH:5]=[CH:4][C:3]=1[CH2:10][CH2:11][NH2:12]. Given the reactants [F:1][C:2]1[CH:7]=[C:6]([O:8][CH3:9])[CH:5]=[CH:4][C:3]=1[CH:10]=[CH:11][N+:12]([O-])=O.OS(O)(=O)=O, predict the reaction product. (5) Given the reactants Cl[CH:2]([C:8]([CH3:10])=O)[C:3]([O:5][CH2:6][CH3:7])=[O:4].[NH2:11][C:12]([NH2:14])=[O:13], predict the reaction product. The product is: [NH2:14][C:12]1[O:13][C:2]([C:3]([O:5][CH2:6][CH3:7])=[O:4])=[C:8]([CH3:10])[N:11]=1.